Dataset: Catalyst prediction with 721,799 reactions and 888 catalyst types from USPTO. Task: Predict which catalyst facilitates the given reaction. (1) Reactant: [F:1][C:2]1[C:11]2[C:6](=[CH:7][CH:8]=[CH:9][CH:10]=2)[CH:5]=[CH:4][CH:3]=1.[C:12](Cl)(=[O:15])[CH:13]=[CH2:14].[Cl-].[Al+3].[Cl-].[Cl-]. Product: [F:1][C:2]1[C:11]2[C:6](=[CH:7][C:8]([C:12](=[O:15])[CH:13]=[CH2:14])=[CH:9][CH:10]=2)[CH:5]=[CH:4][CH:3]=1. The catalyst class is: 4. (2) Reactant: [Cl:1][C:2]1[CH:3]=[C:4]2[C:9](=[CH:10][CH:11]=1)[C:8]([CH3:13])([CH3:12])[C:7](=[O:14])[C:6]([C:15](OCC)=[O:16])=[C:5]2[OH:20].Cl.[CH3:22][O:23][C:24](=[O:27])[CH2:25][NH2:26].CN1CCCC1=O. Product: [Cl:1][C:2]1[CH:3]=[C:4]2[C:9](=[CH:10][CH:11]=1)[C:8]([CH3:12])([CH3:13])[C:7](=[O:14])[C:6]([C:15]([NH:26][CH2:25][C:24]([O:23][CH3:22])=[O:27])=[O:16])=[C:5]2[OH:20]. The catalyst class is: 6. (3) Reactant: [Br:1][C:2]1[CH:7]=[CH:6][C:5]([OH:8])=[C:4]([CH:9]([OH:13])[CH:10]([CH3:12])[CH3:11])[CH:3]=1. Product: [Br:1][C:2]1[CH:7]=[CH:6][C:5]([OH:8])=[C:4]([C:9](=[O:13])[CH:10]([CH3:11])[CH3:12])[CH:3]=1. The catalyst class is: 485. (4) Reactant: [CH2:1]([N:8]1[C:12](=[O:13])[C:11](=[C:14]2[N:18]([CH3:19])[C:17]3[CH:20]=[CH:21][C:22]([NH:24][C:25]([NH:34]C(OC(C)(C)C)=O)=[N:26]C(OC(C)(C)C)=O)=[CH:23][C:16]=3[S:15]2)[S:10][C:9]1=[N:42][C:43]1[CH:48]=[C:47]([C:49]#[N:50])[CH:46]=[CH:45][C:44]=1[NH:51][CH2:52][CH3:53])[C:2]1[CH:7]=[CH:6][CH:5]=[CH:4][CH:3]=1.C(O)(C(F)(F)F)=O. Product: [CH2:1]([N:8]1[C:12](=[O:13])[C:11](=[C:14]2[N:18]([CH3:19])[C:17]3[CH:20]=[CH:21][C:22]([NH:24][C:25]([NH2:34])=[NH:26])=[CH:23][C:16]=3[S:15]2)[S:10][C:9]1=[N:42][C:43]1[CH:48]=[C:47]([C:49]#[N:50])[CH:46]=[CH:45][C:44]=1[NH:51][CH2:52][CH3:53])[C:2]1[CH:3]=[CH:4][CH:5]=[CH:6][CH:7]=1. The catalyst class is: 2. (5) Reactant: [Cl:1][C:2]1[CH:3]=[C:4]2[C:10](I)=[CH:9][N:8]([Si:12]([CH:19]([CH3:21])[CH3:20])([CH:16]([CH3:18])[CH3:17])[CH:13]([CH3:15])[CH3:14])[C:5]2=[N:6][CH:7]=1.C([Mg]Cl)(C)C.[C:27]([O:31][C:32](=[O:50])[N:33]([CH2:42][C:43]1[CH:48]=[CH:47][C:46]([F:49])=[CH:45][CH:44]=1)[C:34]1[S:35][C:36]([CH:40]=[O:41])=[C:37](Cl)[N:38]=1)([CH3:30])([CH3:29])[CH3:28]. Product: [C:27]([O:31][C:32](=[O:50])[N:33]([C:34]1[S:35][C:36]([CH:40]([C:10]2[C:4]3[C:5](=[N:6][CH:7]=[C:2]([Cl:1])[CH:3]=3)[N:8]([Si:12]([CH:19]([CH3:21])[CH3:20])([CH:16]([CH3:18])[CH3:17])[CH:13]([CH3:15])[CH3:14])[CH:9]=2)[OH:41])=[CH:37][N:38]=1)[CH2:42][C:43]1[CH:44]=[CH:45][C:46]([F:49])=[CH:47][CH:48]=1)([CH3:30])([CH3:28])[CH3:29]. The catalyst class is: 7.